This data is from Full USPTO retrosynthesis dataset with 1.9M reactions from patents (1976-2016). The task is: Predict the reactants needed to synthesize the given product. (1) Given the product [F:1][C:2]1[CH:3]=[C:4]2[C:8](=[CH:9][CH:10]=1)[NH:7][CH:6]=[C:5]2[CH2:11][CH2:12][CH:13]=[O:14].[F:15][C:16]1[CH:24]=[C:23]2[C:19]([C:20]([CH2:25][CH2:26][CH:27]=[O:28])=[CH:21][NH:22]2)=[CH:18][CH:17]=1, predict the reactants needed to synthesize it. The reactants are: [F:1][C:2]1[CH:3]=[C:4]2[C:8](=[CH:9][CH:10]=1)[NH:7][CH:6]=[C:5]2[CH2:11][CH2:12][CH2:13][OH:14].[F:15][C:16]1[CH:24]=[C:23]2[C:19]([C:20]([CH2:25][CH2:26][CH2:27][OH:28])=[CH:21][NH:22]2)=[CH:18][CH:17]=1.N1C2C(=CC=CC=2)C=C1. (2) Given the product [Cl:1][C:2]1[CH:9]=[C:8]([N:10]([C@H:11]2[CH2:15][CH2:14][N:13]([CH2:16][C:17]3[S:18][CH:19]=[CH:20][C:21]=3[CH3:22])[CH2:12]2)[CH2:24][C:25]2[CH:30]=[CH:29][CH:28]=[CH:27][C:26]=2[C:31]([F:32])([F:33])[F:34])[CH:7]=[CH:6][C:3]=1[C:4]#[N:5], predict the reactants needed to synthesize it. The reactants are: [Cl:1][C:2]1[CH:9]=[C:8]([NH:10][C@H:11]2[CH2:15][CH2:14][N:13]([CH2:16][C:17]3[S:18][CH:19]=[CH:20][C:21]=3[CH3:22])[CH2:12]2)[CH:7]=[CH:6][C:3]=1[C:4]#[N:5].Br[CH2:24][C:25]1[CH:30]=[CH:29][CH:28]=[CH:27][C:26]=1[C:31]([F:34])([F:33])[F:32]. (3) Given the product [CH3:1][C:3]1[CH:11]=[CH:10][C:6]([C:7]([C:6]2[CH:10]=[CH:11][C:3]([C:1]#[N:2])=[CH:4][CH:5]=2)=[O:8])=[CH:5][CH:4]=1, predict the reactants needed to synthesize it. The reactants are: [C:1]([C:3]1[CH:11]=[CH:10][C:6]([C:7](Cl)=[O:8])=[CH:5][CH:4]=1)#[N:2].[Cl-].[Cl-].[Cl-].[Al+3].O.